From a dataset of NCI-60 drug combinations with 297,098 pairs across 59 cell lines. Regression. Given two drug SMILES strings and cell line genomic features, predict the synergy score measuring deviation from expected non-interaction effect. (1) Drug 1: CC12CCC3C(C1CCC2=O)CC(=C)C4=CC(=O)C=CC34C. Drug 2: CC1C(C(=O)NC(C(=O)N2CCCC2C(=O)N(CC(=O)N(C(C(=O)O1)C(C)C)C)C)C(C)C)NC(=O)C3=C4C(=C(C=C3)C)OC5=C(C(=O)C(=C(C5=N4)C(=O)NC6C(OC(=O)C(N(C(=O)CN(C(=O)C7CCCN7C(=O)C(NC6=O)C(C)C)C)C)C(C)C)C)N)C. Cell line: RPMI-8226. Synergy scores: CSS=57.6, Synergy_ZIP=22.9, Synergy_Bliss=23.7, Synergy_Loewe=24.3, Synergy_HSA=23.4. (2) Cell line: SW-620. Synergy scores: CSS=33.2, Synergy_ZIP=5.76, Synergy_Bliss=3.13, Synergy_Loewe=-28.4, Synergy_HSA=2.28. Drug 2: CS(=O)(=O)CCNCC1=CC=C(O1)C2=CC3=C(C=C2)N=CN=C3NC4=CC(=C(C=C4)OCC5=CC(=CC=C5)F)Cl. Drug 1: CC1=C2C(C(=O)C3(C(CC4C(C3C(C(C2(C)C)(CC1OC(=O)C(C(C5=CC=CC=C5)NC(=O)C6=CC=CC=C6)O)O)OC(=O)C7=CC=CC=C7)(CO4)OC(=O)C)O)C)OC(=O)C. (3) Drug 1: C1CN1P(=S)(N2CC2)N3CC3. Drug 2: C1=CN(C=N1)CC(O)(P(=O)(O)O)P(=O)(O)O. Cell line: NCI-H522. Synergy scores: CSS=15.3, Synergy_ZIP=-4.15, Synergy_Bliss=1.25, Synergy_Loewe=1.20, Synergy_HSA=1.97. (4) Drug 1: C1CCC(C1)C(CC#N)N2C=C(C=N2)C3=C4C=CNC4=NC=N3. Drug 2: C#CCC(CC1=CN=C2C(=N1)C(=NC(=N2)N)N)C3=CC=C(C=C3)C(=O)NC(CCC(=O)O)C(=O)O. Cell line: SK-MEL-5. Synergy scores: CSS=-16.9, Synergy_ZIP=7.38, Synergy_Bliss=-3.72, Synergy_Loewe=-21.5, Synergy_HSA=-21.5. (5) Drug 1: CC1=CC2C(CCC3(C2CCC3(C(=O)C)OC(=O)C)C)C4(C1=CC(=O)CC4)C. Drug 2: CCC1=C2CN3C(=CC4=C(C3=O)COC(=O)C4(CC)O)C2=NC5=C1C=C(C=C5)O. Cell line: SF-539. Synergy scores: CSS=27.6, Synergy_ZIP=1.66, Synergy_Bliss=3.83, Synergy_Loewe=-42.9, Synergy_HSA=3.74. (6) Drug 1: CC12CCC(CC1=CCC3C2CCC4(C3CC=C4C5=CN=CC=C5)C)O. Drug 2: CCC1=C2CN3C(=CC4=C(C3=O)COC(=O)C4(CC)O)C2=NC5=C1C=C(C=C5)O. Cell line: MDA-MB-231. Synergy scores: CSS=41.8, Synergy_ZIP=10.3, Synergy_Bliss=11.3, Synergy_Loewe=-1.89, Synergy_HSA=13.0.